This data is from Reaction yield outcomes from USPTO patents with 853,638 reactions. The task is: Predict the reaction yield, written as a fraction of the theoretical maximum amount of product (1.0 means a 100% yield; for example, 0.34 means a 34% yield). The catalyst is [Ni].CCO. The product is [F:1][C:2]1[CH:7]=[C:6]2[C:5](=[CH:4][C:3]=1[NH2:16])[NH:13][CH:9]=[CH:8]2. The reactants are [F:1][C:2]1[C:3]([N+:16]([O-])=O)=[CH:4][C:5]([N+:13]([O-])=O)=[C:6](/[CH:8]=[CH:9]/N(C)C)[CH:7]=1. The yield is 0.160.